This data is from Experimentally validated miRNA-target interactions with 360,000+ pairs, plus equal number of negative samples. The task is: Binary Classification. Given a miRNA mature sequence and a target amino acid sequence, predict their likelihood of interaction. (1) The miRNA is mmu-miR-200b-3p with sequence UAAUACUGCCUGGUAAUGAUGA. The protein sequence of the target gene is MRDSTGAGNSLVHKRSPLRRNQKTSASLNKLSLQDGHKAKKPACKFEEGQDVLARWSDGLFYLGTIKKINILKQSCFIIFEDSSKSWVLWKDIQTGATGSGEMVCTICQEEYSEAPNEMVICDKCGQGYHQLCHTPHIDSSVIDSDEKWLCRQCVFATTTKRGGALKKGPNAKALQVMKQTLPYSVADLEWDAGHKTNVQQCYCYCGGPGDWYLKMLQCCKCKQWFHEACVQCLQKPMLFGDRFYTFICSVCSSGPEYLKRLPLQWVDIAHLCLYNLSVIHKKKYFDSELELMTYINENW.... Result: 1 (interaction). (2) The miRNA is hsa-miR-3925-5p with sequence AAGAGAACUGAAAGUGGAGCCU. The protein sequence of the target gene is MPDQISVSEFVAETHEDYKAPTASSFTTRTAQCRNTVAAIEEALDVDRMVLYKMKKSVKAINISGLAHVENEEQYTQALEKFGGNCVCRDDPDLGSAFLKFSVFTKELTALFKNLIQNMNNIISFPLDSLLKGDLKGVKGDLKKPFDKAWKDYETKITKIEKEKKEHAKLHGMIRTEISGAEIAEEMEKERRFFQLQMCEYLLKVNEIKVKKGVDLLQNLIKYFHAQCNFFQDGLKAVESLKPSIETLSTDLHTIKQAQDEERRQLIQLRDILKSALQVEQKESRRDSQLRQSTAYSLHQ.... Result: 0 (no interaction).